This data is from Forward reaction prediction with 1.9M reactions from USPTO patents (1976-2016). The task is: Predict the product of the given reaction. (1) The product is: [CH2:10]([O:9][C:7]([CH:4]1[CH2:5][CH2:6][N:1]([C:19]([O:21][CH2:22][C:23]2[CH:28]=[CH:27][CH:26]=[CH:25][CH:24]=2)=[O:20])[CH2:2][CH2:3]1)=[O:8])[CH3:11]. Given the reactants [NH:1]1[CH2:6][CH2:5][CH:4]([C:7]([O:9][CH2:10][CH3:11])=[O:8])[CH2:3][CH2:2]1.N1C=CC=CC=1.Cl[C:19]([O:21][CH2:22][C:23]1[CH:28]=[CH:27][CH:26]=[CH:25][CH:24]=1)=[O:20], predict the reaction product. (2) Given the reactants [O:1]1[C:10]2[C:5](=[CH:6][C:7](B3OC(C)(C)C(C)(C)O3)=[CH:8][CH:9]=2)[CH2:4][CH2:3][CH2:2]1.Cl[C:21]1[C:30]([N:31]([CH:33]([CH3:35])[CH3:34])[CH3:32])=[N:29][C:28]2[C:23](=[CH:24][CH:25]=[C:26]([C:36]([O:38][CH3:39])=[O:37])[CH:27]=2)[N:22]=1.[O-]P([O-])([O-])=O.[K+].[K+].[K+].C(OCC)(=O)C, predict the reaction product. The product is: [O:1]1[C:10]2[C:5](=[CH:6][C:7]([C:21]3[C:30]([N:31]([CH:33]([CH3:35])[CH3:34])[CH3:32])=[N:29][C:28]4[C:23](=[CH:24][CH:25]=[C:26]([C:36]([O:38][CH3:39])=[O:37])[CH:27]=4)[N:22]=3)=[CH:8][CH:9]=2)[CH2:4][CH2:3][CH2:2]1.